From a dataset of Forward reaction prediction with 1.9M reactions from USPTO patents (1976-2016). Predict the product of the given reaction. (1) Given the reactants [Cl:1][C:2]1[CH:7]=[CH:6][C:5]([N:8]2[C:12]3=[N:13][CH:14]=[CH:15][CH:16]=[C:11]3[N:10]=[C:9]2[C:17]([O:19]CC)=O)=[CH:4][C:3]=1[F:22].[CH3:23][N:24]1[CH:28]=[CH:27][C:26]([NH2:29])=[N:25]1.C[Al](C)C, predict the reaction product. The product is: [Cl:1][C:2]1[CH:7]=[CH:6][C:5]([N:8]2[C:12]3=[N:13][CH:14]=[CH:15][CH:16]=[C:11]3[N:10]=[C:9]2[C:17]([NH:29][C:26]2[CH:27]=[CH:28][N:24]([CH3:23])[N:25]=2)=[O:19])=[CH:4][C:3]=1[F:22]. (2) Given the reactants CI.[Br:3][C:4]1[CH:9]=[CH:8][C:7]([NH:10][S:11]([CH3:14])(=[O:13])=[O:12])=[CH:6][CH:5]=1.[C:15](=O)([O-])[O-].[K+].[K+], predict the reaction product. The product is: [Br:3][C:4]1[CH:5]=[CH:6][C:7]([N:10]([CH3:15])[S:11]([CH3:14])(=[O:13])=[O:12])=[CH:8][CH:9]=1. (3) Given the reactants [F:1][CH2:2][C:3]1([S:6]([NH:9][C:10]([C@@:12]23[CH2:27][C@H:26]2[CH:25]=[CH:24][CH2:23][CH2:22][C@@H:21]([CH3:28])[CH2:20][C@@H:19]([CH3:29])[C@H:18]([NH:30]C(=O)OC(C)(C)C)[C:17](=[O:38])[N:16]2[CH2:39][C@H:40]([O:42][C:43]4[CH:52]=[N:51][C:50]5[C:45](=[CH:46][C:47]([O:53][CH3:54])=[CH:48][CH:49]=5)[N:44]=4)[CH2:41][C@H:15]2[C:14](=[O:55])[NH:13]3)=[O:11])(=[O:8])=[O:7])[CH2:5][CH2:4]1.[ClH:56], predict the reaction product. The product is: [ClH:56].[NH2:30][C@@H:18]1[C:17](=[O:38])[N:16]2[CH2:39][C@H:40]([O:42][C:43]3[CH:52]=[N:51][C:50]4[C:45](=[CH:46][C:47]([O:53][CH3:54])=[CH:48][CH:49]=4)[N:44]=3)[CH2:41][C@H:15]2[C:14](=[O:55])[NH:13][C@:12]2([C:10]([NH:9][S:6]([C:3]3([CH2:2][F:1])[CH2:5][CH2:4]3)(=[O:8])=[O:7])=[O:11])[CH2:27][C@H:26]2[CH:25]=[CH:24][CH2:23][CH2:22][C@@H:21]([CH3:28])[CH2:20][C@H:19]1[CH3:29].